Dataset: Catalyst prediction with 721,799 reactions and 888 catalyst types from USPTO. Task: Predict which catalyst facilitates the given reaction. (1) Reactant: Cl[CH2:2][C:3]([N:5]1[CH2:10][CH2:9][N:8]([C:11]2[CH:16]=[CH:15][C:14]([F:17])=[CH:13][CH:12]=2)[CH2:7][CH2:6]1)=[O:4].C(=O)([O-])[O-].[K+].[K+].[N+:24]([C:27]1[CH:28]=[CH:29][CH:30]=[C:31]2[C:35]=1[NH:34][N:33]=[CH:32]2)([O-:26])=[O:25]. Product: [F:17][C:14]1[CH:15]=[CH:16][C:11]([N:8]2[CH2:9][CH2:10][N:5]([C:3](=[O:4])[CH2:2][N:34]3[C:35]4[C:31](=[CH:30][CH:29]=[CH:28][C:27]=4[N+:24]([O-:26])=[O:25])[CH:32]=[N:33]3)[CH2:6][CH2:7]2)=[CH:12][CH:13]=1. The catalyst class is: 3. (2) Reactant: [CH3:1][O:2][C:3](=[O:13])[C:4]1[CH:9]=[CH:8][C:7]([F:10])=[C:6]([CH2:11]Br)[CH:5]=1.[I:14][C:15]1[CH:20]=[CH:19][C:18]([OH:21])=[CH:17][CH:16]=1.C(=O)([O-])[O-].[K+].[K+]. Product: [CH3:1][O:2][C:3](=[O:13])[C:4]1[CH:9]=[CH:8][C:7]([F:10])=[C:6]([CH2:11][O:21][C:18]2[CH:19]=[CH:20][C:15]([I:14])=[CH:16][CH:17]=2)[CH:5]=1. The catalyst class is: 21. (3) Reactant: C1(C)C=CC(S(O)(=O)=O)=CC=1.[CH2:12]([O:19][C:20](=[O:25])[CH2:21][CH2:22][CH2:23][NH2:24])[C:13]1[CH:18]=[CH:17][CH:16]=[CH:15][CH:14]=1.ClC(Cl)(O[C:30](=[O:36])OC(Cl)(Cl)Cl)Cl.C(N(CC)CC)C.Cl.Cl.[CH3:47][N:48]([CH3:57])[C:49]1[CH:56]=[CH:55][C:52]([CH2:53][NH2:54])=[CH:51][CH:50]=1. Product: [CH2:12]([O:19][C:20](=[O:25])[CH2:21][CH2:22][CH2:23][NH:24][C:30]([NH:54][CH2:53][C:52]1[CH:55]=[CH:56][C:49]([N:48]([CH3:57])[CH3:47])=[CH:50][CH:51]=1)=[O:36])[C:13]1[CH:18]=[CH:17][CH:16]=[CH:15][CH:14]=1. The catalyst class is: 614. (4) Reactant: [CH3:1][CH:2]([CH:4]([OH:28])[C@H:5]([NH:8]C(C1C=CC=CC=1)(C1C=CC=CC=1)C1C=CC=CC=1)[CH2:6][CH3:7])[CH3:3].C(O)(C(F)(F)F)=O. Product: [NH2:8][C@H:5]([CH2:6][CH3:7])[CH:4]([OH:28])[CH:2]([CH3:3])[CH3:1]. The catalyst class is: 2. (5) Reactant: [CH3:1][C:2]1[C:3]([N+:11]([O-])=O)=[C:4]([CH:8]=[CH:9][CH:10]=1)[C:5]([OH:7])=[O:6]. Product: [NH2:11][C:3]1[C:2]([CH3:1])=[CH:10][CH:9]=[CH:8][C:4]=1[C:5]([OH:7])=[O:6]. The catalyst class is: 354. (6) Reactant: [H-].[Na+].[OH:3][C:4]1[CH:5]=[C:6]([CH:11]=[CH:12][CH:13]=1)[C:7]([O:9][CH3:10])=[O:8].Br[CH2:15][CH2:16][CH:17]1[O:21][CH2:20][CH2:19][O:18]1. Product: [O:18]1[CH2:19][CH2:20][O:21][CH:17]1[CH2:16][CH2:15][O:3][C:4]1[CH:5]=[C:6]([CH:11]=[CH:12][CH:13]=1)[C:7]([O:9][CH3:10])=[O:8]. The catalyst class is: 9.